From a dataset of Full USPTO retrosynthesis dataset with 1.9M reactions from patents (1976-2016). Predict the reactants needed to synthesize the given product. (1) Given the product [Si:3]([O:10][CH2:11][C:12]1[N:13]=[C:14]([CH:17]([OH:18])[CH3:19])[O:15][CH:16]=1)([C:6]([CH3:9])([CH3:7])[CH3:8])([CH3:5])[CH3:4], predict the reactants needed to synthesize it. The reactants are: N#N.[Si:3]([O:10][CH2:11][C:12]1[N:13]=[C:14]([CH:17]=[O:18])[O:15][CH:16]=1)([C:6]([CH3:9])([CH3:8])[CH3:7])([CH3:5])[CH3:4].[CH3:19][Al](C)C.[NH4+].[Cl-]. (2) Given the product [NH:42]1[C:43]2[C:39](=[C:38]([C:2]3[N:3]=[C:4]([N:24]4[CH2:29][CH2:28][O:27][CH2:26][CH2:25]4)[C:5]4[S:10][C:9]([C:11]5[CH:12]=[C:13]([C:17]([NH:19][CH2:20][C@@H:21]([OH:23])[CH3:22])=[O:18])[CH:14]=[N:15][CH:16]=5)=[CH:8][C:6]=4[N:7]=3)[CH:46]=[CH:45][CH:44]=2)[CH:40]=[N:41]1, predict the reactants needed to synthesize it. The reactants are: Cl[C:2]1[N:3]=[C:4]([N:24]2[CH2:29][CH2:28][O:27][CH2:26][CH2:25]2)[C:5]2[S:10][C:9]([C:11]3[CH:12]=[C:13]([C:17]([NH:19][CH2:20][C@@H:21]([OH:23])[CH3:22])=[O:18])[CH:14]=[N:15][CH:16]=3)=[CH:8][C:6]=2[N:7]=1.CC1(C)C(C)(C)OB([C:38]2[CH:46]=[CH:45][CH:44]=[C:43]3[C:39]=2[CH:40]=[N:41][NH:42]3)O1. (3) Given the product [CH3:26][O:27][C:28](=[O:36])[C@H:29]([CH2:31][C:32]([O:34][CH3:35])=[O:33])[NH:30][C:21](=[O:23])[C@H:16]([CH2:17][CH:18]([CH3:19])[CH3:20])[N:15]([CH2:14][C:12]1[S:13][C:9]([C:7]([O:6][C:2]([CH3:3])([CH3:4])[CH3:5])=[O:8])=[CH:10][CH:11]=1)[CH3:24], predict the reactants needed to synthesize it. The reactants are: [Li+].[C:2]([O:6][C:7]([C:9]1[S:13][C:12]([CH2:14][N:15]([CH3:24])[C@H:16]([C:21]([O-:23])=O)[CH2:17][CH:18]([CH3:20])[CH3:19])=[CH:11][CH:10]=1)=[O:8])([CH3:5])([CH3:4])[CH3:3].Cl.[CH3:26][O:27][C:28](=[O:36])[C@H:29]([CH2:31][C:32]([O:34][CH3:35])=[O:33])[NH2:30].CCN=C=NCCCN(C)C.Cl.O.ON1C2C=CC=CC=2N=N1.C(N(CC)C(C)C)(C)C. (4) Given the product [CH3:51][C:44]1[CH:49]=[CH:48][C:47]([C:16]2[CH:15]=[C:14]([C:28]([N:29]3[CH2:38][CH2:32][CH2:31][CH2:30]3)=[O:39])[CH:13]=[C:12]([C:10]([NH:9][CH2:8][C:5]3[CH:6]=[N:7][C:2]([CH3:1])=[N:3][CH:4]=3)=[O:11])[CH:17]=2)=[CH:46][CH:45]=1, predict the reactants needed to synthesize it. The reactants are: [CH3:1][C:2]1[N:7]=[CH:6][C:5]([CH2:8][NH:9][C:10]([C:12]2[C:17](C(O)=O)=[CH:16][CH:15]=[CH:14][C:13]=2C2C=CC=CC=2)=[O:11])=[CH:4][N:3]=1.Cl.[CH3:28][N:29]([CH3:38])[CH2:30][CH2:31][CH2:32]N=C=NCC.[OH2:39].ON1[C:45]2[CH:46]=[CH:47][CH:48]=[CH:49][C:44]=2N=N1.N1CCC[CH2:51]1.C(N(CC)C(C)C)(C)C. (5) The reactants are: [CH3:1][C:2]1[S:3][C:4]2[CH:10]=[CH:9][C:8]([N:11]([S:37]([C:40]3[CH:45]=[CH:44][CH:43]=[CH:42][C:41]=3[N+:46]([O-:48])=[O:47])(=[O:39])=[O:38])[CH2:12][CH2:13][C@@H:14]3[CH2:19][N:18]([C:20]([O:22][CH2:23][C:24]4[CH:29]=[CH:28][CH:27]=[CH:26][CH:25]=4)=[O:21])[CH2:17][CH2:16][N:15]3C(OC(C)(C)C)=O)=[CH:7][C:5]=2[N:6]=1.C(OCC)(=O)C.Cl. Given the product [CH3:1][C:2]1[S:3][C:4]2[CH:10]=[CH:9][C:8]([N:11]([S:37]([C:40]3[CH:45]=[CH:44][CH:43]=[CH:42][C:41]=3[N+:46]([O-:48])=[O:47])(=[O:38])=[O:39])[CH2:12][CH2:13][C@H:14]3[NH:15][CH2:16][CH2:17][N:18]([C:20]([O:22][CH2:23][C:24]4[CH:29]=[CH:28][CH:27]=[CH:26][CH:25]=4)=[O:21])[CH2:19]3)=[CH:7][C:5]=2[N:6]=1, predict the reactants needed to synthesize it.